Dataset: Catalyst prediction with 721,799 reactions and 888 catalyst types from USPTO. Task: Predict which catalyst facilitates the given reaction. (1) Reactant: [Br:1][C:2]1[CH:7]=[CH:6][CH:5]=[CH:4][C:3]=1[NH:8][S:9]([CH3:12])(=[O:11])=[O:10].[C:13](=O)([O-])[O-].[K+].[K+].IC. Product: [Br:1][C:2]1[CH:7]=[CH:6][CH:5]=[CH:4][C:3]=1[N:8]([CH3:13])[S:9]([CH3:12])(=[O:11])=[O:10]. The catalyst class is: 10. (2) Reactant: [H-].[Al+3].[Li+].[H-].[H-].[H-].[CH2:7]([N:14]1[C@H:18]([C:19](OCC)=[O:20])[CH2:17][CH2:16][C@@H:15]1[C:24](OCC)=[O:25])[C:8]1[CH:13]=[CH:12][CH:11]=[CH:10][CH:9]=1.O. Product: [CH2:7]([N:14]1[C@H:18]([CH2:19][OH:20])[CH2:17][CH2:16][C@@H:15]1[CH2:24][OH:25])[C:8]1[CH:9]=[CH:10][CH:11]=[CH:12][CH:13]=1. The catalyst class is: 27. (3) The catalyst class is: 5. Reactant: [Na].[CH3:2]CN(C(C)C)C(C)C.[OH:11][C:12]([C:14]([F:17])([F:16])[F:15])=[O:13].[F:18][C:19]1[CH:45]=[C:44]([O:46][CH3:47])[CH:43]=[CH:42][C:20]=1[O:21][CH:22]1[CH2:27][CH2:26][N:25]([C:28]2[N:29]=[C:30]3[CH2:41][CH2:40][NH:39][CH2:38][C:31]3=[N:32][C:33]=2[NH:34][CH:35]([CH3:37])[CH3:36])[CH2:24][CH2:23]1.C=O. Product: [F:18][C:19]1[CH:45]=[C:44]([O:46][CH3:47])[CH:43]=[CH:42][C:20]=1[O:21][CH:22]1[CH2:23][CH2:24][N:25]([C:28]2[N:29]=[C:30]3[CH2:41][CH2:40][N:39]([CH3:2])[CH2:38][C:31]3=[N:32][C:33]=2[NH:34][CH:35]([CH3:37])[CH3:36])[CH2:26][CH2:27]1.[C:12]([OH:13])([C:14]([F:17])([F:16])[F:15])=[O:11]. (4) Reactant: [Cl:1][C:2]1[S:6][C:5]([Mg]Br)=[CH:4][CH:3]=1.CON(C)[C:12]([C@H:14]1[CH2:16][C@@H:15]1[C:17]([O:19][CH3:20])=[O:18])=[O:13]. Product: [Cl:1][C:2]1[S:6][C:5]([C:12]([C@H:14]2[CH2:16][C@@H:15]2[C:17]([O:19][CH3:20])=[O:18])=[O:13])=[CH:4][CH:3]=1. The catalyst class is: 1. (5) Reactant: [CH3:1][O:2][C:3](=[O:38])[CH2:4][C@@H:5]([NH:17][C:18]([C:20]1[CH:21]=[C:22]2[C:26](=[C:27]([N+:29]([O-:31])=[O:30])[CH:28]=1)[NH:25][C:24]([C:32]1[CH:37]=[CH:36][CH:35]=[CH:34][CH:33]=1)=[CH:23]2)=O)[CH2:6][S:7]CC1C=CC(OC)=CC=1.P(Cl)(Cl)(Cl)(Cl)Cl. Product: [CH3:1][O:2][C:3](=[O:38])[CH2:4][C@@H:5]1[CH2:6][S:7][C:18]([C:20]2[CH:21]=[C:22]3[C:26](=[C:27]([N+:29]([O-:31])=[O:30])[CH:28]=2)[NH:25][C:24]([C:32]2[CH:37]=[CH:36][CH:35]=[CH:34][CH:33]=2)=[CH:23]3)=[N:17]1. The catalyst class is: 2. (6) Reactant: [NH2:1][C:2]1[N:7]=[CH:6][N:5]=[C:4]2[N:8]([CH:24]3[CH2:29][CH2:28][C:27](=O)[CH2:26][CH2:25]3)[N:9]=[C:10]([C:11]3[CH:12]=[N:13][C:14]([O:17][C:18]4[CH:23]=[CH:22][CH:21]=[CH:20][CH:19]=4)=[CH:15][CH:16]=3)[C:3]=12.[CH3:31][N:32]1[CH2:37][CH2:36][NH:35][CH2:34][CH2:33]1.C(O)(=O)C.C(O[BH-](OC(=O)C)OC(=O)C)(=O)C.[Na+]. Product: [CH3:31][N:32]1[CH2:37][CH2:36][N:35]([C@@H:27]2[CH2:26][CH2:25][C@H:24]([N:8]3[C:4]4=[N:5][CH:6]=[N:7][C:2]([NH2:1])=[C:3]4[C:10]([C:11]4[CH:12]=[N:13][C:14]([O:17][C:18]5[CH:19]=[CH:20][CH:21]=[CH:22][CH:23]=5)=[CH:15][CH:16]=4)=[N:9]3)[CH2:29][CH2:28]2)[CH2:34][CH2:33]1. The catalyst class is: 26. (7) Reactant: [N+:1]([C:4]1[C:10]([N:11]2[CH2:16][CH2:15][N:14]([CH:17]([CH3:19])[CH3:18])[CH2:13][CH2:12]2)=[CH:9][CH:8]=[CH:7][C:5]=1[NH2:6])([O-])=O. Product: [CH3:19][CH:17]([N:14]1[CH2:13][CH2:12][N:11]([C:10]2[CH:9]=[CH:8][CH:7]=[C:5]([NH2:6])[C:4]=2[NH2:1])[CH2:16][CH2:15]1)[CH3:18]. The catalyst class is: 696. (8) Reactant: [CH2:1]([N:9]([CH2:29][CH2:30][C:31]1[CH:36]=[CH:35][CH:34]=[CH:33][CH:32]=1)[C:10]1[CH:15]=[CH:14][C:13]([S:16][C:17]2[CH:22]=[CH:21][C:20]([CH2:23][C:24]([O:26]CC)=[O:25])=[CH:19][CH:18]=2)=[CH:12][CH:11]=1)[CH2:2][C:3]1[CH:8]=[CH:7][CH:6]=[CH:5][CH:4]=1.[OH-].[Na+].O.C(O)C. Product: [CH2:1]([N:9]([CH2:29][CH2:30][C:31]1[CH:32]=[CH:33][CH:34]=[CH:35][CH:36]=1)[C:10]1[CH:15]=[CH:14][C:13]([S:16][C:17]2[CH:22]=[CH:21][C:20]([CH2:23][C:24]([OH:26])=[O:25])=[CH:19][CH:18]=2)=[CH:12][CH:11]=1)[CH2:2][C:3]1[CH:4]=[CH:5][CH:6]=[CH:7][CH:8]=1. The catalyst class is: 1. (9) Reactant: Br[C:2]1[CH:18]=[C:17]2[C:5]([CH2:6][CH2:7][C@@:8]32[C:13]([F:15])([F:14])[CH2:12][O:11][C:10]([NH2:16])=[N:9]3)=[CH:4][CH:3]=1.[Cl:19][C:20]1[CH:21]=[C:22](B(O)O)[CH:23]=[C:24]([Cl:26])[CH:25]=1.COCCOC. Product: [Cl:19][C:20]1[CH:21]=[C:22]([C:2]2[CH:18]=[C:17]3[C:5]([CH2:6][CH2:7][C@@:8]43[C:13]([F:15])([F:14])[CH2:12][O:11][C:10]([NH2:16])=[N:9]4)=[CH:4][CH:3]=2)[CH:23]=[C:24]([Cl:26])[CH:25]=1. The catalyst class is: 6.